This data is from Reaction yield outcomes from USPTO patents with 853,638 reactions. The task is: Predict the reaction yield, written as a fraction of the theoretical maximum amount of product (1.0 means a 100% yield; for example, 0.34 means a 34% yield). The reactants are [CH3:1][C:2]([CH3:17])([CH3:16])[C:3]#[C:4][C:5]1[CH:10]=[C:9]([N+:11]([O-:13])=[O:12])[CH:8]=[CH:7][C:6]=1[NH:14][CH3:15].CCCC[N+](CCCC)(CCCC)CCCC.[F-]. The catalyst is C1COCC1. The product is [C:2]([C:3]1[N:14]([CH3:15])[C:6]2[C:5]([CH:4]=1)=[CH:10][C:9]([N+:11]([O-:13])=[O:12])=[CH:8][CH:7]=2)([CH3:17])([CH3:16])[CH3:1]. The yield is 0.990.